From a dataset of Reaction yield outcomes from USPTO patents with 853,638 reactions. Predict the reaction yield, written as a fraction of the theoretical maximum amount of product (1.0 means a 100% yield; for example, 0.34 means a 34% yield). (1) The reactants are [F:1][C:2]1[CH:23]=[CH:22][CH:21]=[CH:20][C:3]=1[CH2:4][N:5]1[C:14](=[O:15])[C:13]2[C:8](=[CH:9][C:10]([C:16]([O:18]C)=[O:17])=[CH:11][CH:12]=2)[N:7]=[CH:6]1.O[Li].O. The catalyst is C1COCC1.CO.O. The product is [F:1][C:2]1[CH:23]=[CH:22][CH:21]=[CH:20][C:3]=1[CH2:4][N:5]1[C:14](=[O:15])[C:13]2[C:8](=[CH:9][C:10]([C:16]([OH:18])=[O:17])=[CH:11][CH:12]=2)[N:7]=[CH:6]1. The yield is 0.750. (2) The reactants are C[O:2][C:3]([C:5]1[C:6]2[N:7]([C:11]([NH:27][C:28]([CH3:31])([CH3:30])[CH3:29])=[C:12]([C:14]3[S:15][C:16]([C:19]#[C:20][C:21]4[CH:26]=[CH:25][CH:24]=[CH:23][CH:22]=4)=[CH:17][CH:18]=3)[N:13]=2)[CH:8]=[CH:9][N:10]=1)=[O:4].[OH-].[Na+].C(O)(=O)C.C(Cl)Cl.CCCCCC. The catalyst is CO.CC#N. The product is [C:28]([NH:27][C:11]1[N:7]2[CH:8]=[CH:9][N:10]=[C:5]([C:3]([OH:4])=[O:2])[C:6]2=[N:13][C:12]=1[C:14]1[S:15][C:16]([C:19]#[C:20][C:21]2[CH:22]=[CH:23][CH:24]=[CH:25][CH:26]=2)=[CH:17][CH:18]=1)([CH3:31])([CH3:29])[CH3:30]. The yield is 0.440. (3) The reactants are C(OC([NH:11][CH2:12][C:13]([N:15]([CH2:26][C:27](=[O:51])[N:28]([CH2:41][CH2:42][O:43][Si:44]([C:47]([CH3:50])([CH3:49])[CH3:48])([CH3:46])[CH3:45])[CH2:29][CH2:30][C:31]([O:33]CC1C=CC=CC=1)=[O:32])[CH2:16][CH2:17][O:18][Si:19]([CH3:25])([CH3:24])[C:20]([CH3:23])([CH3:22])[CH3:21])=[O:14])=O)C1C=CC=CC=1. The catalyst is CCOC(C)=O.[Pd]. The product is [Si:44]([O:43][CH2:42][CH2:41][N:28]([CH2:29][CH2:30][C:31]([OH:33])=[O:32])[C:27](=[O:51])[CH2:26][N:15]([C:13](=[O:14])[CH2:12][NH2:11])[CH2:16][CH2:17][O:18][Si:19]([CH3:24])([CH3:25])[C:20]([CH3:23])([CH3:22])[CH3:21])([C:47]([CH3:48])([CH3:49])[CH3:50])([CH3:46])[CH3:45]. The yield is 0.550. (4) The reactants are [NH:1]1[C:9]2[CH:8]=[CH:7][CH:6]=[C:5]([CH:10]=O)[C:4]=2[CH:3]=[N:2]1.[CH3:12][C:13]1[CH:18]=[C:17]([CH3:19])[CH:16]=[C:15]([CH3:20])[C:14]=1[CH:21]1[O:26][C:25](=[O:27])[CH2:24][C:23](=O)[CH2:22]1.C([O-])(=O)C.[NH4+].[CH2:34]([O:36][C:37](=[O:47])[CH2:38][C:39](=O)[CH2:40][O:41][C:42]([CH3:45])([CH3:44])[CH3:43])[CH3:35].F[B-](F)(F)F.C([N+:57]1C=CN(C)C=1)CCC. No catalyst specified. The product is [CH2:34]([O:36][C:37]([C:38]1[CH:10]([C:5]2[CH:6]=[CH:7][CH:8]=[C:9]3[C:4]=2[CH:3]=[N:2][NH:1]3)[C:24]2[C:25](=[O:27])[O:26][CH:21]([C:14]3[C:13]([CH3:12])=[CH:18][C:17]([CH3:19])=[CH:16][C:15]=3[CH3:20])[CH2:22][C:23]=2[NH:57][C:39]=1[CH2:40][O:41][C:42]([CH3:45])([CH3:44])[CH3:43])=[O:47])[CH3:35]. The yield is 0.500. (5) The reactants are [H-].[Na+].[Br:3][C:4]1[C:5]([C:14]2[CH:19]=[CH:18][C:17]([F:20])=[CH:16][CH:15]=2)=[N:6][C:7](Cl)=[N:8][C:9]=1[CH:10]([CH3:12])[CH3:11].[CH3:21][NH:22][S:23]([CH3:26])(=[O:25])=[O:24]. The catalyst is CCCCCC.CN(C=O)C. The product is [Br:3][C:4]1[C:5]([C:14]2[CH:19]=[CH:18][C:17]([F:20])=[CH:16][CH:15]=2)=[N:6][C:7]([N:22]([CH3:21])[S:23]([CH3:26])(=[O:25])=[O:24])=[N:8][C:9]=1[CH:10]([CH3:12])[CH3:11]. The yield is 0.910. (6) The reactants are [C:1]([CH:3]([CH2:14][CH2:15][O:16][Si:17]([C:20]([CH3:23])([CH3:22])[CH3:21])([CH3:19])[CH3:18])[CH2:4][CH2:5][O:6][Si:7]([C:10]([CH3:13])([CH3:12])[CH3:11])([CH3:9])[CH3:8])#N.CC(C[AlH]CC(C)C)C.[OH2:33].[OH-].[Na+]. The catalyst is C1(C)C=CC=CC=1. The product is [CH:1]([CH:3]([CH2:14][CH2:15][O:16][Si:17]([C:20]([CH3:23])([CH3:22])[CH3:21])([CH3:19])[CH3:18])[CH2:4][CH2:5][O:6][Si:7]([C:10]([CH3:13])([CH3:12])[CH3:11])([CH3:9])[CH3:8])=[O:33]. The yield is 0.730. (7) The reactants are [CH3:1][O:2][CH2:3][CH2:4][O:5][C:6]1[CH:11]=[CH:10][C:9]([N+:12]([O-])=O)=[CH:8][C:7]=1[N:15]([CH3:23])[C:16](=[O:22])[O:17][C:18]([CH3:21])([CH3:20])[CH3:19].[NH4+].[Cl-]. The catalyst is C1COCC1.CCO.O.[Fe]. The product is [NH2:12][C:9]1[CH:10]=[CH:11][C:6]([O:5][CH2:4][CH2:3][O:2][CH3:1])=[C:7]([N:15]([CH3:23])[C:16](=[O:22])[O:17][C:18]([CH3:21])([CH3:20])[CH3:19])[CH:8]=1. The yield is 0.990. (8) The reactants are Br[C:2]1[S:19][C:5]2[CH2:6][N:7]([C:12]([O:14][C:15]([CH3:18])([CH3:17])[CH3:16])=[O:13])[CH2:8][C@H:9]([CH3:11])[O:10][C:4]=2[C:3]=1[CH:20]([CH3:22])[CH3:21].[CH3:23]B(O)O.P([O-])([O-])([O-])=O.[K+].[K+].[K+].COCCOC. The catalyst is C1C=CC([P]([Pd]([P](C2C=CC=CC=2)(C2C=CC=CC=2)C2C=CC=CC=2)([P](C2C=CC=CC=2)(C2C=CC=CC=2)C2C=CC=CC=2)[P](C2C=CC=CC=2)(C2C=CC=CC=2)C2C=CC=CC=2)(C2C=CC=CC=2)C2C=CC=CC=2)=CC=1.O. The product is [CH3:11][C@H:9]1[CH2:8][N:7]([C:12]([O:14][C:15]([CH3:18])([CH3:17])[CH3:16])=[O:13])[CH2:6][C:5]2[S:19][C:2]([CH3:23])=[C:3]([CH:20]([CH3:22])[CH3:21])[C:4]=2[O:10]1. The yield is 0.930. (9) The reactants are [CH:1]([C:4]1[CH:9]=[C:8]([O:10][CH3:11])[CH:7]=[CH:6][C:5]=1[S:12]([C:15]1[CH:20]=[CH:19][C:18]([CH3:21])=[CH:17][CH:16]=1)(=[O:14])=[O:13])([CH3:3])[CH3:2].[I:22]Cl.C([O-])(O)=O.[Na+]. The catalyst is CC(O)=O.O. The product is [I:22][C:7]1[CH:6]=[C:5]([S:12]([C:15]2[CH:16]=[CH:17][C:18]([CH3:21])=[CH:19][CH:20]=2)(=[O:13])=[O:14])[C:4]([CH:1]([CH3:3])[CH3:2])=[CH:9][C:8]=1[O:10][CH3:11]. The yield is 0.890.